From a dataset of Reaction yield outcomes from USPTO patents with 853,638 reactions. Predict the reaction yield, written as a fraction of the theoretical maximum amount of product (1.0 means a 100% yield; for example, 0.34 means a 34% yield). (1) The reactants are [C:1]([C:5]1[N:10]=[C:9]([NH:11][C:12]2[CH:17]=[C:16]([Cl:18])[N:15]=[N:14][C:13]=2[C:19]([O:21]C)=O)[CH:8]=[CH:7][CH:6]=1)([CH3:4])([CH3:3])[CH3:2].CO.[NH3:25]. No catalyst specified. The product is [C:1]([C:5]1[N:10]=[C:9]([NH:11][C:12]2[CH:17]=[C:16]([Cl:18])[N:15]=[N:14][C:13]=2[C:19]([NH2:25])=[O:21])[CH:8]=[CH:7][CH:6]=1)([CH3:2])([CH3:3])[CH3:4]. The yield is 0.920. (2) The reactants are [N+:1]([C:4]1[CH:9]=[CH:8][C:7]([C:10]2[NH:19][C:13]3[CH:14]=[N:15][C:16]([NH2:18])=[CH:17][C:12]=3[N:11]=2)=[CH:6][CH:5]=1)([O-:3])=[O:2].[C:20]12([C:30](Cl)=[O:31])[CH2:29][CH:24]3[CH2:25][CH:26]([CH2:28][CH:22]([CH2:23]3)[CH2:21]1)[CH2:27]2. The catalyst is C1COCC1.N1C=CC=CC=1. The product is [N+:1]([C:4]1[CH:9]=[CH:8][C:7]([C:10]2[NH:19][C:13]3[CH:14]=[N:15][C:16]([NH:18][C:30]([C:20]45[CH2:29][CH:24]6[CH2:23][CH:22]([CH2:28][CH:26]([CH2:25]6)[CH2:27]4)[CH2:21]5)=[O:31])=[CH:17][C:12]=3[N:11]=2)=[CH:6][CH:5]=1)([O-:3])=[O:2]. The yield is 0.670. (3) The reactants are [S:1]1[CH:5]=[CH:4][CH:3]=[CH:2]1.[Li]CCCC.Br[CH2:12][CH2:13][CH2:14][CH2:15][CH2:16][CH3:17]. The catalyst is C1COCC1. The product is [CH2:12]([C:2]1[S:1][CH:5]=[CH:4][CH:3]=1)[CH2:13][CH2:14][CH2:15][CH2:16][CH3:17]. The yield is 0.750. (4) The reactants are Br[C:2]1[CH:3]=[C:4]2[C:8](=[CH:9][C:10]=1[Cl:11])[NH:7][N:6]=[C:5]2[C:12]([OH:14])=[O:13].CC1(C)C(C)(C)OB([C:23]2[CH:28]=[CH:27][C:26]([N:29]3[CH2:34][CH2:33][N:32]([C:35](=[O:37])[CH3:36])[CH2:31][CH2:30]3)=[CH:25][CH:24]=2)O1.C(=O)([O-])[O-].[K+].[K+].Cl. The catalyst is CCOC(C)=O.C1C=CC(P(C2C=CC=CC=2)[C-]2C=CC=C2)=CC=1.C1C=CC(P(C2C=CC=CC=2)[C-]2C=CC=C2)=CC=1.Cl[Pd]Cl.[Fe+2].O1CCOCC1. The product is [C:35]([N:32]1[CH2:33][CH2:34][N:29]([C:26]2[CH:27]=[CH:28][C:23]([C:2]3[CH:3]=[C:4]4[C:8](=[CH:9][C:10]=3[Cl:11])[NH:7][N:6]=[C:5]4[C:12]([OH:14])=[O:13])=[CH:24][CH:25]=2)[CH2:30][CH2:31]1)(=[O:37])[CH3:36]. The yield is 0.0700. (5) The yield is 0.450. The catalyst is CN(C=O)C. The product is [CH2:37]([N:3]([CH2:1][CH3:2])[CH2:4][CH2:5][CH2:6][NH:7][C:8]1[N:9]=[C:10]([C:27]2[CH:28]=[C:29]([CH:33]=[CH:34][C:35]=2[CH3:36])[C:30]([NH:78][CH:76]([CH:70]2[CH:71]=[CH:72][CH:73]=[CH:74][CH2:75]2)[CH3:77])=[O:31])[C:11]2[CH:17]=[CH:16][C:15](=[O:18])[N:14]([C:19]3[C:24]([F:25])=[CH:23][CH:22]=[CH:21][C:20]=3[F:26])[C:12]=2[N:13]=1)[CH3:38]. The reactants are [CH2:1]([N:3]([CH2:37][CH3:38])[CH2:4][CH2:5][CH2:6][NH:7][C:8]1[N:9]=[C:10]([C:27]2[CH:28]=[C:29]([CH:33]=[CH:34][C:35]=2[CH3:36])[C:30](O)=[O:31])[C:11]2[CH:17]=[CH:16][C:15](=[O:18])[N:14]([C:19]3[C:24]([F:25])=[CH:23][CH:22]=[CH:21][C:20]=3[F:26])[C:12]=2[N:13]=1)[CH3:2].CN(C(ON1N=NC2C=CC=CC1=2)=[N+](C)C)C.F[P-](F)(F)(F)(F)F.C(N(CC)CC)C.[C:70]1([C@@H:76]([NH2:78])[CH3:77])[CH:75]=[CH:74][CH:73]=[CH:72][CH:71]=1.